This data is from Full USPTO retrosynthesis dataset with 1.9M reactions from patents (1976-2016). The task is: Predict the reactants needed to synthesize the given product. Given the product [CH3:27][O:25][C:24]([C:4]1[CH:5]=[C:6]2[C:10](=[C:2]([CH3:1])[CH:3]=1)[C:9](=[O:11])[N:8]([CH2:12][C:13]1[CH:14]=[CH:15][C:16]([O:19][C:20]([F:21])([F:22])[F:23])=[CH:17][CH:18]=1)[CH2:7]2)=[O:26], predict the reactants needed to synthesize it. The reactants are: [CH3:1][C:2]1[CH:3]=[C:4]([C:24]([OH:26])=[O:25])[CH:5]=[C:6]2[C:10]=1[C:9](=[O:11])[N:8]([CH2:12][C:13]1[CH:18]=[CH:17][C:16]([O:19][C:20]([F:23])([F:22])[F:21])=[CH:15][CH:14]=1)[CH2:7]2.[C:27](=O)([O-])[O-].[K+].[K+].CI.